This data is from Forward reaction prediction with 1.9M reactions from USPTO patents (1976-2016). The task is: Predict the product of the given reaction. (1) Given the reactants Cl.[NH2:2][CH2:3][CH2:4][CH2:5][NH:6][C:7]1[S:8][C:9]([C:12]([C:14]2[CH:19]=[CH:18][CH:17]=[CH:16][CH:15]=2)=[O:13])=[CH:10][N:11]=1.[C:20](Cl)(=[O:25])[CH2:21][CH2:22][CH2:23][CH3:24].CCN(CC)CC, predict the reaction product. The product is: [C:12]([C:9]1[S:8][C:7]([NH:6][CH2:5][CH2:4][CH2:3][NH:2][C:20](=[O:25])[CH2:21][CH2:22][CH2:23][CH3:24])=[N:11][CH:10]=1)(=[O:13])[C:14]1[CH:19]=[CH:18][CH:17]=[CH:16][CH:15]=1. (2) Given the reactants O=[C:2]1[CH2:7][CH2:6][N:5]([C:8]([O:10][CH2:11][C:12]2[CH:17]=[CH:16][CH:15]=[CH:14][CH:13]=2)=[O:9])[CH2:4][CH2:3]1.[NH:18]1[CH2:22][CH2:21][C@H:20]([OH:23])[CH2:19]1.C(O[BH-](OC(=O)C)OC(=O)C)(=O)C.[Na+].C(O)(=O)C, predict the reaction product. The product is: [OH:23][C@H:20]1[CH2:21][CH2:22][N:18]([CH:2]2[CH2:7][CH2:6][N:5]([C:8]([O:10][CH2:11][C:12]3[CH:17]=[CH:16][CH:15]=[CH:14][CH:13]=3)=[O:9])[CH2:4][CH2:3]2)[CH2:19]1.